Task: Regression/Classification. Given a drug SMILES string, predict its absorption, distribution, metabolism, or excretion properties. Task type varies by dataset: regression for continuous measurements (e.g., permeability, clearance, half-life) or binary classification for categorical outcomes (e.g., BBB penetration, CYP inhibition). Dataset: cyp2c9_veith.. Dataset: CYP2C9 inhibition data for predicting drug metabolism from PubChem BioAssay (1) The molecule is O=[N+]([O-])c1cc2c(cc1/C=N/Nc1nc(Nc3ccccc3)nc(N3CCCCC3)n1)OCO2. The result is 1 (inhibitor). (2) The compound is O=[N+]([O-])c1cc(F)c(N2CCOCC2)cc1N1CCCCC1. The result is 1 (inhibitor). (3) The molecule is Cc1ccc(-c2nnc(-c3ccc(NC(=O)c4cccs4)cc3)o2)cc1. The result is 1 (inhibitor). (4) The compound is Clc1ccccc1-c1nccc(NCCN2CCOCC2)n1. The result is 0 (non-inhibitor). (5) The molecule is C=C[C@H]1CN2CC[C@@H]1C[C@H]2[C@@H](O)c1ccnc2ccc(OC)cc12.Cl.O. The result is 0 (non-inhibitor). (6) The molecule is COc1cccc2c1C(=O)c1c(O)c3c(c(O)c1C2=O)C[C@](O)(C(C)=O)C[C@H]3O[C@@H]1C[C@H](N)[C@H](O)[C@H](C)O1. The result is 0 (non-inhibitor). (7) The result is 1 (inhibitor). The molecule is O=c1cnc2cnc(N3CCOCC3)nc2n1CCc1ccccc1. (8) The drug is CC(=O)C[C@H](O)[C@@H](NC(=O)OC(C)(C)C)C(C)C. The result is 0 (non-inhibitor). (9) The result is 0 (non-inhibitor). The molecule is C[C@](O)(C(=O)Nc1ccc(S(=O)(=O)c2ccccc2)cc1)C(F)(F)F.